Task: Predict the reactants needed to synthesize the given product.. Dataset: Full USPTO retrosynthesis dataset with 1.9M reactions from patents (1976-2016) Given the product [ClH:15].[ClH:15].[NH2:6][O:5][CH2:4][CH2:3][N:2]([CH3:14])[CH3:1], predict the reactants needed to synthesize it. The reactants are: [CH3:1][N:2]([CH3:14])[CH2:3][CH2:4][O:5][NH:6]C(=O)OC(C)(C)C.[ClH:15].